This data is from Catalyst prediction with 721,799 reactions and 888 catalyst types from USPTO. The task is: Predict which catalyst facilitates the given reaction. (1) Reactant: [CH:1]1([N:4]2[C:13]3[C:8](=[CH:9][C:10]([F:16])=[C:11](F)[C:12]=3[Cl:14])[C:7](=[O:17])[C:6]([C:18]([OH:20])=[O:19])=[CH:5]2)[CH2:3][CH2:2]1.[CH3:21][O:22][N:23]=[C:24]1[C:28]2([CH2:31][N:30]([C:32]([O:34][C:35]([CH3:38])([CH3:37])[CH3:36])=[O:33])[CH2:29]2)[CH2:27][NH:26][CH2:25]1.C(#N)C. Product: [C:35]([O:34][C:32]([N:30]1[CH2:31][C:28]2([C:24](=[N:23][O:22][CH3:21])[CH2:25][N:26]([C:11]3[C:12]([Cl:14])=[C:13]4[C:8]([C:7](=[O:17])[C:6]([C:18]([OH:20])=[O:19])=[CH:5][N:4]4[CH:1]4[CH2:3][CH2:2]4)=[CH:9][C:10]=3[F:16])[CH2:27]2)[CH2:29]1)=[O:33])([CH3:38])([CH3:37])[CH3:36]. The catalyst class is: 66. (2) Reactant: [O:1]1[C:5]2([CH2:10][CH2:9][CH:8]([O:11][C:12]3[N:17]=[C:16]([C:18]([F:21])([F:20])[F:19])[N:15]=[C:14]([CH2:22][C:23]([O:25][CH3:26])=[O:24])[CH:13]=3)[CH2:7][CH2:6]2)[O:4][CH2:3][CH2:2]1.Br[CH2:28][CH2:29]Br.[H-].[Na+]. Product: [O:4]1[C:5]2([CH2:10][CH2:9][CH:8]([O:11][C:12]3[N:17]=[C:16]([C:18]([F:21])([F:19])[F:20])[N:15]=[C:14]([C:22]4([C:23]([O:25][CH3:26])=[O:24])[CH2:29][CH2:28]4)[CH:13]=3)[CH2:7][CH2:6]2)[O:1][CH2:2][CH2:3]1. The catalyst class is: 7. (3) Reactant: [O:1]1[C:6]2[CH:7]=[CH:8][CH:9]=[C:10]([NH2:11])[C:5]=2[O:4][CH2:3][CH2:2]1.[CH2:12]([O:14][C:15](=[O:25])[C@@H:16]([CH3:24])[N:17]([CH2:21][CH2:22]Cl)[CH2:18][CH2:19]Cl)[CH3:13]. Product: [CH2:12]([O:14][C:15](=[O:25])[C@@H:16]([CH3:24])[N:17]1[CH2:18][CH2:19][N:11]([C:10]2[C:5]3[O:4][CH2:3][CH2:2][O:1][C:6]=3[CH:7]=[CH:8][CH:9]=2)[CH2:22][CH2:21]1)[CH3:13]. The catalyst class is: 159. (4) Reactant: [C:1]([O:5][C:6]([NH:8][C@H:9]([CH3:33])[C:10]([NH:12][C@@H:13]([CH2:24][C:25]1[CH:30]=[CH:29][C:28]([O:31][CH3:32])=[CH:27][CH:26]=1)[C:14]([O:16]CC1C=CC=CC=1)=[O:15])=[O:11])=[O:7])([CH3:4])([CH3:3])[CH3:2]. Product: [C:1]([O:5][C:6]([NH:8][C@H:9]([CH3:33])[C:10]([NH:12][C@@H:13]([CH2:24][C:25]1[CH:30]=[CH:29][C:28]([O:31][CH3:32])=[CH:27][CH:26]=1)[C:14]([OH:16])=[O:15])=[O:11])=[O:7])([CH3:3])([CH3:4])[CH3:2]. The catalyst class is: 19. (5) Reactant: [CH2:1]([CH:5]=O)[CH2:2][CH:3]=O.[CH3:7][O:8][C:9]([CH2:11][C:12]([CH2:14][C:15]([O:17][CH3:18])=[O:16])=[O:13])=[O:10].[CH3:19][NH2:20]. Product: [CH3:19][N:20]1[CH:3]2[CH2:2][CH2:1][CH:5]1[CH:11]([C:9]([O:8][CH3:7])=[O:10])[C:12](=[O:13])[CH:14]2[C:15]([O:17][CH3:18])=[O:16]. The catalyst class is: 5. (6) Reactant: [OH:1][CH:2]1[CH2:7][N:6]([C:8]([O:10][CH2:11][C:12]2[CH:17]=[CH:16][CH:15]=[CH:14][CH:13]=2)=[O:9])[CH:5]([CH3:18])[CH2:4][CH2:3]1.CC(OI1(OC(C)=O)(OC(C)=O)OC(=O)C2C=CC=CC1=2)=O. Product: [CH3:18][CH:5]1[CH2:4][CH2:3][C:2](=[O:1])[CH2:7][N:6]1[C:8]([O:10][CH2:11][C:12]1[CH:17]=[CH:16][CH:15]=[CH:14][CH:13]=1)=[O:9]. The catalyst class is: 4.